This data is from Full USPTO retrosynthesis dataset with 1.9M reactions from patents (1976-2016). The task is: Predict the reactants needed to synthesize the given product. (1) Given the product [Br:1][C:2]1[C:6]2[S:7][CH:8]=[C:9]([CH:10]([CH2:20][CH2:21][CH2:22][CH2:23][CH2:24][CH2:25][CH3:26])[CH2:11][CH2:12][CH2:13][CH2:14][CH2:15][CH2:16][CH2:17][CH2:18][CH3:19])[C:5]=2[S:4][CH:3]=1, predict the reactants needed to synthesize it. The reactants are: [Br:1][C:2]1[C:6]2[S:7][C:8](C(O)=O)=[C:9]([CH:10]([CH2:20][CH2:21][CH2:22][CH2:23][CH2:24][CH2:25][CH3:26])[CH2:11][CH2:12][CH2:13][CH2:14][CH2:15][CH2:16][CH2:17][CH2:18][CH3:19])[C:5]=2[S:4][CH:3]=1.N1C2C(=CC=CC=2)C=CC=1.C(=O)=O. (2) Given the product [CH3:5][N:7]([C:8]1[CH:9]=[N:10][C:11]([O:14][C:15]2[CH:23]=[C:22]3[C:18]([CH:19]=[C:20]([C:27]([N:29]4[CH2:30][CH2:31][N:32]([CH2:35][C:36]5[CH:37]=[CH:38][C:39]([O:42][CH2:43][C:44]([F:46])([F:45])[F:47])=[CH:40][CH:41]=5)[CH2:33][CH2:34]4)=[O:28])[NH:21]3)=[CH:17][CH:16]=2)=[CH:12][CH:13]=1)[C:66](=[O:67])[C:61]1[CH:62]=[CH:55][C:56]([C:44]([F:47])([F:46])[F:45])=[CH:59][CH:60]=1, predict the reactants needed to synthesize it. The reactants are: CC1C=C(C=CC=1C(F)(F)F)[C:5]([NH:7][C:8]1[CH:9]=[N:10][C:11]([O:14][C:15]2[CH:23]=[C:22]3[C:18]([CH:19]=[C:20]([C:27]([N:29]4[CH2:34][CH2:33][N:32]([CH2:35][C:36]5[CH:41]=[CH:40][C:39]([O:42][CH2:43][C:44]([F:47])([F:46])[F:45])=[CH:38][CH:37]=5)[CH2:31][CH2:30]4)=[O:28])[N:21]3COC)=[CH:17][CH:16]=2)=[CH:12][CH:13]=1)=O.[C:55]1(OC)[C:56](=[CH:59][CH:60]=[CH:61][CH:62]=1)OC.Cl.[CH3:66][OH:67]. (3) Given the product [C:14]([O:18][C:19]([N:11]1[CH2:12][CH2:13][N:8]([C:4]2[CH:5]=[CH:6][CH:7]=[C:2]([Br:1])[CH:3]=2)[CH2:9][CH2:10]1)=[O:20])([CH3:17])([CH3:16])[CH3:15], predict the reactants needed to synthesize it. The reactants are: [Br:1][C:2]1[CH:3]=[C:4]([N:8]2[CH2:13][CH2:12][NH:11][CH2:10][CH2:9]2)[CH:5]=[CH:6][CH:7]=1.[C:14]([O:18][C:19](O[C:19]([O:18][C:14]([CH3:17])([CH3:16])[CH3:15])=[O:20])=[O:20])([CH3:17])([CH3:16])[CH3:15]. (4) Given the product [CH:1]1[CH:2]=[C:3]2[C:21]([C:23]([OH:34])([OH:24])[C:25](=[O:26])[C:4]2=[CH:5][CH:6]=1)=[O:22], predict the reactants needed to synthesize it. The reactants are: [CH:1]1[C:6](N)=[CH:5][CH:4]=[C:3](O[C@@H]2O[C@H](CO)[C@@H](O)[C@H](O)[C@H]2O)[CH:2]=1.[C@H]1(F)O[C@H](CO)[C@H:25]([OH:26])[C@H:23]([OH:24])[C@H:21]1[OH:22].CC[O:34]C(C)=O.CO.O. (5) Given the product [CH3:13][O:5][C:4](=[O:6])[C:3]1[C:7]([CH3:12])=[CH:8][C:9]([F:11])=[CH:10][C:2]=1[Br:1], predict the reactants needed to synthesize it. The reactants are: [Br:1][C:2]1[CH:10]=[C:9]([F:11])[CH:8]=[C:7]([CH3:12])[C:3]=1[C:4]([OH:6])=[O:5].[C:13](=O)([O-])[O-].[K+].[K+].CI.O. (6) The reactants are: [Cl:1][C:2]1[CH:3]=[C:4]2[N:25]=[C:24]([O:26][C@H:27]3[C@H:31]4[O:32][CH2:33][C@@H:34]([OH:35])[C@H:30]4[O:29][CH2:28]3)[N:23]([CH2:36][O:37][CH2:38][CH2:39][Si:40]([CH3:43])([CH3:42])[CH3:41])[C:5]2=[N:6][C:7]=1[C:8]1[CH:13]=[CH:12][C:11](B2OC(C)(C)C(C)(C)O2)=[CH:10][CH:9]=1.Br[C:45]1C=[CH:49][C:48]([S:51]([CH3:55])(=[N:53][CH3:54])=[O:52])=[CH:47][CH:46]=1.BrC1C=CC(S(C)(=[NH:65])=O)=CC=1. Given the product [Cl:1][C:2]1[CH:3]=[C:4]2[N:25]=[C:24]([O:26][C@H:27]3[C@H:31]4[O:32][CH2:33][C@@H:34]([OH:35])[C@H:30]4[O:29][CH2:28]3)[N:23]([CH2:36][O:37][CH2:38][CH2:39][Si:40]([CH3:43])([CH3:41])[CH3:42])[C:5]2=[N:6][C:7]=1[C:8]1[CH:9]=[CH:10][C:11]([C:45]2[CH:46]=[CH:47][C:48]([S:51]([CH3:55])(=[N:53][CH3:54])=[O:52])=[CH:49][N:65]=2)=[CH:12][CH:13]=1, predict the reactants needed to synthesize it. (7) Given the product [NH2:1][C:2]1[C:3]([Cl:14])=[CH:4][C:5]([CH2:10][CH2:11][CH2:12][N:15]2[CH2:20][CH2:19][O:18][CH2:17][CH2:16]2)=[C:6]([CH:9]=1)[C:7]#[N:8], predict the reactants needed to synthesize it. The reactants are: [NH2:1][C:2]1[C:3]([Cl:14])=[CH:4][C:5]([CH2:10][CH2:11][CH:12]=O)=[C:6]([CH:9]=1)[C:7]#[N:8].[NH:15]1[CH2:20][CH2:19][O:18][CH2:17][CH2:16]1.C([BH3-])#N.[Na+].C(O)(=O)C. (8) Given the product [F:23][C:2]([F:1])([F:22])[C@@H:3]([O:21][C:32](=[O:33])[NH:31][C:29]1[CH:28]=[CH:27][C:26]([CH3:34])=[C:25]([Cl:24])[CH:30]=1)[CH2:4][N:5]1[CH2:10][CH2:9][O:8][CH:7]([C:11]2[CH:12]=[CH:13][C:14]([C:17]([F:18])([F:19])[F:20])=[CH:15][CH:16]=2)[CH2:6]1, predict the reactants needed to synthesize it. The reactants are: [F:1][C:2]([F:23])([F:22])[C@@H:3]([OH:21])[CH2:4][N:5]1[CH2:10][CH2:9][O:8][CH:7]([C:11]2[CH:16]=[CH:15][C:14]([C:17]([F:20])([F:19])[F:18])=[CH:13][CH:12]=2)[CH2:6]1.[Cl:24][C:25]1[CH:30]=[C:29]([N:31]=[C:32]=[O:33])[CH:28]=[CH:27][C:26]=1[CH3:34].